From a dataset of Reaction yield outcomes from USPTO patents with 853,638 reactions. Predict the reaction yield, written as a fraction of the theoretical maximum amount of product (1.0 means a 100% yield; for example, 0.34 means a 34% yield). (1) The reactants are [OH:1][CH2:2][CH:3]1[CH2:7][N:6]([C@@H:8]([CH2:16][CH3:17])[C:9]([O:11][C:12]([CH3:15])([CH3:14])[CH3:13])=[O:10])[C:5](=[O:18])[CH2:4]1. The catalyst is C(Cl)Cl.N1C=CC=CC=1. The product is [C:12]([O:11][C:9]([C@@H:8]([N:6]1[C:5](=[O:18])[CH2:4][CH:3]([CH:2]=[O:1])[CH2:7]1)[CH2:16][CH3:17])=[O:10])([CH3:15])([CH3:13])[CH3:14]. The yield is 0.410. (2) The reactants are C(=O)([O-])[O-].[Ca+2].I(Cl)(=O)=O.[I:10](Cl)(=O)=O.C([N+](C)(C)C)C1C=CC=CC=1.C1(C)C=CC=CC=1.[CH3:32][C:33]1[C:38]([CH3:39])=[CH:37][C:36]([CH3:40])=[C:35]([CH2:41][C:42]([CH3:44])=[CH2:43])[C:34]=1[OH:45]. The catalyst is CO. The product is [I:10][CH2:43][C:42]1([CH3:44])[CH2:41][C:35]2[C:36]([CH3:40])=[CH:37][C:38]([CH3:39])=[C:33]([CH3:32])[C:34]=2[O:45]1. The yield is 0.920. (3) The reactants are [Br:1][C:2]1[CH:3]=[C:4]([NH:10][C:11]2[CH:15]=[C:14]([CH3:16])[NH:13][N:12]=2)[C:5](=[O:9])[N:6]([CH3:8])[CH:7]=1.[H-].[Na+].I[CH3:20].O. The catalyst is CN(C=O)C. The product is [Br:1][C:2]1[CH:3]=[C:4]([NH:10][C:11]2[CH:15]=[C:14]([CH3:16])[N:13]([CH3:20])[N:12]=2)[C:5](=[O:9])[N:6]([CH3:8])[CH:7]=1. The yield is 0.240.